This data is from Full USPTO retrosynthesis dataset with 1.9M reactions from patents (1976-2016). The task is: Predict the reactants needed to synthesize the given product. (1) Given the product [CH2:1]([S:3]([C:4]1[CH:9]=[CH:8][C:7]([N+:10]([O-:12])=[O:11])=[CH:6][CH:5]=1)=[O:14])[CH3:2], predict the reactants needed to synthesize it. The reactants are: [CH2:1]([S:3][C:4]1[CH:9]=[CH:8][C:7]([N+:10]([O-:12])=[O:11])=[CH:6][CH:5]=1)[CH3:2].I(O)(=O)(=O)=[O:14].C(Cl)Cl.O.O.O.O.O.S([O-])([O-])(=O)=S.[Na+].[Na+]. (2) Given the product [C:55]([C:54]1[CH:57]=[CH:58][C:59]([CH2:61][O:51][C:42]2[CH:41]=[C:40]([CH:45]=[C:44]([CH2:46][CH2:47][CH2:48][O:49][CH3:50])[CH:43]=2)[CH2:39][N:4]([CH:1]2[CH2:3][CH2:2]2)[C:5]([C@@H:7]2[C@@H:12]([C:13]3[CH:14]=[CH:15][C:16]([O:19][CH2:20][CH2:21][O:22][C:23]4[C:28]([Cl:29])=[CH:27][C:26]([CH3:30])=[CH:25][C:24]=4[Cl:31])=[CH:17][CH:18]=3)[CH2:11][CH2:10][N:9]([C:32]([O:34][C:35]([CH3:38])([CH3:37])[CH3:36])=[O:33])[CH2:8]2)=[O:6])=[CH:60][CH:53]=1)#[N:56], predict the reactants needed to synthesize it. The reactants are: [CH:1]1([N:4]([CH2:39][C:40]2[CH:45]=[C:44]([CH2:46][CH2:47][CH2:48][O:49][CH3:50])[CH:43]=[C:42]([OH:51])[CH:41]=2)[C:5]([C@@H:7]2[C@@H:12]([C:13]3[CH:18]=[CH:17][C:16]([O:19][CH2:20][CH2:21][O:22][C:23]4[C:28]([Cl:29])=[CH:27][C:26]([CH3:30])=[CH:25][C:24]=4[Cl:31])=[CH:15][CH:14]=3)[CH2:11][CH2:10][N:9]([C:32]([O:34][C:35]([CH3:38])([CH3:37])[CH3:36])=[O:33])[CH2:8]2)=[O:6])[CH2:3][CH2:2]1.C[C:53]1[CH:60]=[C:59]([CH2:61]Br)[CH:58]=[CH:57][C:54]=1[C:55]#[N:56].C(=O)([O-])[O-].[Cs+].[Cs+]. (3) Given the product [C:3]([O:7][C:8](=[O:23])[N:9]([CH2:25][CH3:26])[CH2:10][CH2:11][CH2:12][O:13][C:14]1[CH:15]=[CH:16][C:17]([N+:20]([O-:22])=[O:21])=[CH:18][CH:19]=1)([CH3:6])([CH3:4])[CH3:5], predict the reactants needed to synthesize it. The reactants are: [H-].[Na+].[C:3]([O:7][C:8](=[O:23])[NH:9][CH2:10][CH2:11][CH2:12][O:13][C:14]1[CH:19]=[CH:18][C:17]([N+:20]([O-:22])=[O:21])=[CH:16][CH:15]=1)([CH3:6])([CH3:5])[CH3:4].I[CH2:25][CH3:26]. (4) Given the product [Br:1][CH:2]([C:6]1[CH:11]=[CH:10][CH:9]=[CH:8][CH:7]=1)[C:3]([O:5][C@H:18]([C:12]1[CH:17]=[CH:16][CH:15]=[CH:14][CH:13]=1)[CH3:19])=[O:4], predict the reactants needed to synthesize it. The reactants are: [Br:1][CH:2]([C:6]1[CH:11]=[CH:10][CH:9]=[CH:8][CH:7]=1)[C:3]([OH:5])=[O:4].[C:12]1([C@@H:18](O)[CH3:19])[CH:17]=[CH:16][CH:15]=[CH:14][CH:13]=1.CCN=C=NCCCN(C)C. (5) The reactants are: [C:1]1([N:7]2[C:11]3[CH:12]=[CH:13][CH:14]=[CH:15][C:10]=3[N:9]=[C:8]2[C:16]2[CH:21]=[CH:20][C:19](B3OC(C)(C)C(C)(C)O3)=[CH:18][N:17]=2)[CH:6]=[CH:5][CH:4]=[CH:3][CH:2]=1.[Br:31][C:32]1[CH:37]=[CH:36][C:35](I)=[CH:34][N:33]=1.C(=O)([O-])[O-].[K+].[K+]. Given the product [Br:31][C:32]1[N:33]=[CH:34][C:35]([C:19]2[CH:18]=[N:17][C:16]([C:8]3[N:7]([C:1]4[CH:6]=[CH:5][CH:4]=[CH:3][CH:2]=4)[C:11]4[CH:12]=[CH:13][CH:14]=[CH:15][C:10]=4[N:9]=3)=[CH:21][CH:20]=2)=[CH:36][CH:37]=1, predict the reactants needed to synthesize it.